Dataset: Catalyst prediction with 721,799 reactions and 888 catalyst types from USPTO. Task: Predict which catalyst facilitates the given reaction. (1) Reactant: [CH3:1][N:2]1[C:6]([CH2:7][C:8]([OH:10])=O)=[C:5]([CH3:11])[CH:4]=[N:3]1.CN1C=C(C)C(CC(O)=O)=N1.O.ON1C2C=CC=CC=2N=N1.Cl.C(N=C=NCCCN(C)C)C.C(N1CCOCC1)C.Cl.[Cl:55][C:56]1[C:61]([F:62])=[C:60]([F:63])[CH:59]=[CH:58][C:57]=1[CH2:64][NH2:65]. Product: [Cl:55][C:56]1[C:61]([F:62])=[C:60]([F:63])[CH:59]=[CH:58][C:57]=1[CH2:64][NH:65][C:8](=[O:10])[CH2:7][C:6]1[N:2]([CH3:1])[N:3]=[CH:4][C:5]=1[CH3:11]. The catalyst class is: 4. (2) Reactant: [Br:1]Br.[CH:3]1([C:7]2[N:12]=[C:11]([C:13]([F:16])([F:15])[F:14])[N:10]=[C:9]([C:17]([O:19]CC)=[O:18])[CH:8]=2)[CH2:6][CH2:5][CH2:4]1.O.[OH-].[Li+].Cl. Product: [Br:1][C:3]1([C:7]2[N:12]=[C:11]([C:13]([F:16])([F:15])[F:14])[N:10]=[C:9]([C:17]([OH:19])=[O:18])[CH:8]=2)[CH2:6][CH2:5][CH2:4]1. The catalyst class is: 86. (3) Reactant: Br[CH2:2][CH2:3][O:4][C:5]1[CH:10]=[C:9]([S:11]([CH3:14])(=[O:13])=[O:12])[CH:8]=[C:7]([F:15])[CH:6]=1.[CH:16]1([NH2:20])[CH2:19][CH2:18][CH2:17]1. Product: [F:15][C:7]1[CH:6]=[C:5]([CH:10]=[C:9]([S:11]([CH3:14])(=[O:13])=[O:12])[CH:8]=1)[O:4][CH2:3][CH2:2][NH:20][CH:16]1[CH2:19][CH2:18][CH2:17]1. The catalyst class is: 8. (4) Reactant: C(OC([N:8]1[CH2:13][C:12]([CH3:15])([CH3:14])[CH2:11][CH2:10][CH:9]1[C:16](=[O:18])[NH2:17])=O)(C)(C)C. Product: [CH3:14][C:12]1([CH3:15])[CH2:13][NH:8][CH:9]([C:16]([NH2:17])=[O:18])[CH2:10][CH2:11]1. The catalyst class is: 281. (5) Reactant: [CH:1]1([NH:4][C:5]2[N:10]3[N:11]=[CH:12][C:13]([CH:14]=[C:15]4[C:19](=[O:20])[NH:18][C:17](=[O:21])[NH:16]4)=[C:9]3[N:8]=[C:7](S(C)(=O)=O)[C:6]=2[C:26]#[N:27])[CH2:3][CH2:2]1.C1(NC2N3N=CC(C=C4C(=O)NC(=O)N4)=C3N=C(S(C)=O)C=2C#N)CC1.[Cl:54][C:55]1[CH:56]=[C:57]([C@H:61]([NH2:63])[CH3:62])[CH:58]=[CH:59][CH:60]=1. Product: [Cl:54][C:55]1[CH:56]=[C:57]([CH:61]([NH:63][C:7]2[C:6]([C:26]#[N:27])=[C:5]([NH:4][CH:1]3[CH2:3][CH2:2]3)[N:10]3[N:11]=[CH:12][C:13]([CH:14]=[C:15]4[C:19](=[O:20])[NH:18][C:17](=[O:21])[NH:16]4)=[C:9]3[N:8]=2)[CH3:62])[CH:58]=[CH:59][CH:60]=1. The catalyst class is: 32. (6) The catalyst class is: 10. Product: [CH2:1]([O:3][C:4](=[O:15])[CH2:5][O:6][C:7]1[CH:12]=[CH:11][C:10]([O:13][CH2:29][CH2:28][CH2:27][C:26]#[C:25][C:22]2[CH:23]=[CH:24][C:19]([O:18][C:17]([F:16])([F:35])[F:36])=[CH:20][CH:21]=2)=[CH:9][C:8]=1[CH3:14])[CH3:2]. Reactant: [CH2:1]([O:3][C:4](=[O:15])[CH2:5][O:6][C:7]1[CH:12]=[CH:11][C:10]([OH:13])=[CH:9][C:8]=1[CH3:14])[CH3:2].[F:16][C:17]([F:36])([F:35])[O:18][C:19]1[CH:24]=[CH:23][C:22]([C:25]#[C:26][CH2:27][CH2:28][CH2:29]OS(C)(=O)=O)=[CH:21][CH:20]=1.[Na+].[I-].C([O-])([O-])=O.[Cs+].[Cs+]. (7) Reactant: [CH3:1][C:2]1[CH:7]=[CH:6][C:5]([C:8](=[NH:20])[NH:9][C:10]2[CH:15]=[CH:14][C:13]([S:16]([CH3:19])(=[O:18])=[O:17])=[CH:12][CH:11]=2)=[CH:4][CH:3]=1.C(=O)(O)[O-].[Na+].Br[CH2:27][C:28](=[O:33])[C:29]([F:32])([F:31])[F:30]. Product: [CH3:1][C:2]1[CH:3]=[CH:4][C:5]([C:8]2[N:9]([C:10]3[CH:15]=[CH:14][C:13]([S:16]([CH3:19])(=[O:18])=[O:17])=[CH:12][CH:11]=3)[CH2:27][C:28]([OH:33])([C:29]([F:32])([F:31])[F:30])[N:20]=2)=[CH:6][CH:7]=1. The catalyst class is: 32. (8) Reactant: [NH2:1][C:2]1[C:7]2=[C:8]([C:15]3[S:16][C:17]4[C:23]([O:24][CH3:25])=[CH:22][C:21]([CH3:26])=[CH:20][C:18]=4[CH:19]=3)[C:9]([CH2:13][OH:14])=[C:10]([C:11]#[N:12])[N:6]2[N:5]=[CH:4][N:3]=1.S(Cl)(Cl)=O.[CH3:31][CH2:32]N(C(C)C)C(C)C. Product: [NH2:1][C:2]1[C:7]2=[C:8]([C:15]3[S:16][C:17]4[C:23]([O:24][CH3:25])=[CH:22][C:21]([CH3:26])=[CH:20][C:18]=4[CH:19]=3)[C:9]([CH2:13][O:14][CH2:31][CH3:32])=[C:10]([C:11]#[N:12])[N:6]2[N:5]=[CH:4][N:3]=1. The catalyst class is: 429. (9) Reactant: C[Si](C)(C)[N-][Si](C)(C)C.[Li+].[F:11][C:12]1[CH:18]=[C:17]([I:19])[CH:16]=[CH:15][C:13]=1[NH2:14].[Br:20][C:21]1[CH:22]=[C:23]([C:27](F)=[CH:28][N:29]=1)[C:24]([OH:26])=[O:25]. Product: [Br:20][C:21]1[CH:22]=[C:23]([C:27]([NH:14][C:13]2[CH:15]=[CH:16][C:17]([I:19])=[CH:18][C:12]=2[F:11])=[CH:28][N:29]=1)[C:24]([OH:26])=[O:25]. The catalyst class is: 49. (10) Reactant: [C:1]([O:5][C:6]([N:8]1[CH2:13][CH2:12][CH:11]([CH2:14][P+](C2C=CC=CC=2)(C2C=CC=CC=2)C2C=CC=CC=2)[CH2:10][CH2:9]1)=[O:7])([CH3:4])([CH3:3])[CH3:2].C([Li])CCC.[CH2:39]([N:46]1[CH:50]=[C:49]([CH2:51][CH2:52][CH2:53][CH:54]=O)[N:48]=[N:47]1)[C:40]1[CH:45]=[CH:44][CH:43]=[CH:42][CH:41]=1. Product: [CH2:39]([N:46]1[CH:50]=[C:49]([CH2:51][CH2:52][CH2:53]/[CH:54]=[CH:14]/[CH:11]2[CH2:10][CH2:9][N:8]([C:6]([O:5][C:1]([CH3:2])([CH3:3])[CH3:4])=[O:7])[CH2:13][CH2:12]2)[N:48]=[N:47]1)[C:40]1[CH:41]=[CH:42][CH:43]=[CH:44][CH:45]=1. The catalyst class is: 1.